From a dataset of NCI-60 drug combinations with 297,098 pairs across 59 cell lines. Regression. Given two drug SMILES strings and cell line genomic features, predict the synergy score measuring deviation from expected non-interaction effect. (1) Drug 1: CN(C)N=NC1=C(NC=N1)C(=O)N. Drug 2: CCCCC(=O)OCC(=O)C1(CC(C2=C(C1)C(=C3C(=C2O)C(=O)C4=C(C3=O)C=CC=C4OC)O)OC5CC(C(C(O5)C)O)NC(=O)C(F)(F)F)O. Cell line: CAKI-1. Synergy scores: CSS=9.25, Synergy_ZIP=-5.53, Synergy_Bliss=-3.30, Synergy_Loewe=0.656, Synergy_HSA=0.742. (2) Drug 1: CC1C(C(CC(O1)OC2CC(CC3=C2C(=C4C(=C3O)C(=O)C5=C(C4=O)C(=CC=C5)OC)O)(C(=O)CO)O)N)O.Cl. Cell line: SK-MEL-5. Drug 2: C1=CC(=CC=C1CCCC(=O)O)N(CCCl)CCCl. Synergy scores: CSS=11.6, Synergy_ZIP=-1.19, Synergy_Bliss=4.00, Synergy_Loewe=-4.32, Synergy_HSA=1.88. (3) Drug 1: CC1=C(C(=CC=C1)Cl)NC(=O)C2=CN=C(S2)NC3=CC(=NC(=N3)C)N4CCN(CC4)CCO. Drug 2: CC(C)CN1C=NC2=C1C3=CC=CC=C3N=C2N. Cell line: OVCAR-5. Synergy scores: CSS=5.66, Synergy_ZIP=-2.00, Synergy_Bliss=-0.0327, Synergy_Loewe=0.145, Synergy_HSA=0.792. (4) Drug 1: C1CC(=O)NC(=O)C1N2C(=O)C3=CC=CC=C3C2=O. Drug 2: C1CNP(=O)(OC1)N(CCCl)CCCl. Cell line: HOP-92. Synergy scores: CSS=-4.67, Synergy_ZIP=2.05, Synergy_Bliss=0.635, Synergy_Loewe=-1.33, Synergy_HSA=-1.42. (5) Drug 1: CCN(CC)CCCC(C)NC1=C2C=C(C=CC2=NC3=C1C=CC(=C3)Cl)OC. Drug 2: C1CN(P(=O)(OC1)NCCCl)CCCl. Cell line: BT-549. Synergy scores: CSS=3.38, Synergy_ZIP=-4.47, Synergy_Bliss=-4.85, Synergy_Loewe=-5.29, Synergy_HSA=-2.60. (6) Drug 1: CC(CN1CC(=O)NC(=O)C1)N2CC(=O)NC(=O)C2. Drug 2: CC12CCC3C(C1CCC2OP(=O)(O)O)CCC4=C3C=CC(=C4)OC(=O)N(CCCl)CCCl.[Na+]. Cell line: OVCAR3. Synergy scores: CSS=12.7, Synergy_ZIP=-4.21, Synergy_Bliss=-4.83, Synergy_Loewe=-5.24, Synergy_HSA=-4.90. (7) Drug 1: C1=CC(=CC=C1CCCC(=O)O)N(CCCl)CCCl. Drug 2: C1CC(C1)(C(=O)O)C(=O)O.[NH2-].[NH2-].[Pt+2]. Cell line: BT-549. Synergy scores: CSS=22.4, Synergy_ZIP=-10.7, Synergy_Bliss=-3.70, Synergy_Loewe=-6.00, Synergy_HSA=-1.02. (8) Drug 1: COC1=C(C=C2C(=C1)N=CN=C2NC3=CC(=C(C=C3)F)Cl)OCCCN4CCOCC4. Synergy scores: CSS=14.2, Synergy_ZIP=-0.718, Synergy_Bliss=4.46, Synergy_Loewe=2.53, Synergy_HSA=4.78. Cell line: MCF7. Drug 2: COC1=C2C(=CC3=C1OC=C3)C=CC(=O)O2. (9) Synergy scores: CSS=57.5, Synergy_ZIP=3.47, Synergy_Bliss=8.56, Synergy_Loewe=-10.2, Synergy_HSA=10.7. Drug 2: C(CCl)NC(=O)N(CCCl)N=O. Drug 1: CC1=C2C(C(=O)C3(C(CC4C(C3C(C(C2(C)C)(CC1OC(=O)C(C(C5=CC=CC=C5)NC(=O)C6=CC=CC=C6)O)O)OC(=O)C7=CC=CC=C7)(CO4)OC(=O)C)O)C)OC(=O)C. Cell line: HCT116. (10) Drug 1: CN(C)N=NC1=C(NC=N1)C(=O)N. Drug 2: CN(CC1=CN=C2C(=N1)C(=NC(=N2)N)N)C3=CC=C(C=C3)C(=O)NC(CCC(=O)O)C(=O)O. Cell line: PC-3. Synergy scores: CSS=34.4, Synergy_ZIP=-1.35, Synergy_Bliss=-4.61, Synergy_Loewe=-24.0, Synergy_HSA=-5.00.